From a dataset of Forward reaction prediction with 1.9M reactions from USPTO patents (1976-2016). Predict the product of the given reaction. (1) Given the reactants [CH2:1]([O:3][C:4](=[O:26])[C:5]1[CH:10]=[C:9]([N+:11]([O-])=O)[C:8]([NH:14][CH3:15])=[CH:7][C:6]=1[N:16]1[CH2:21][CH2:20][CH:19]([C:22]([F:25])([F:24])[F:23])[CH2:18][CH2:17]1)[CH3:2], predict the reaction product. The product is: [CH2:1]([O:3][C:4](=[O:26])[C:5]1[CH:10]=[C:9]([NH2:11])[C:8]([NH:14][CH3:15])=[CH:7][C:6]=1[N:16]1[CH2:17][CH2:18][CH:19]([C:22]([F:23])([F:24])[F:25])[CH2:20][CH2:21]1)[CH3:2]. (2) The product is: [O:24]([C:21]1[N:22]=[CH:23][C:18]([CH2:17][N:1]2[CH:5]=[C:4]([C:6]3[C:7]([NH2:13])=[N:8][C:9]([NH2:12])=[CH:10][CH:11]=3)[CH:3]=[N:2]2)=[CH:19][CH:20]=1)[C:25]1[CH:26]=[CH:27][CH:28]=[CH:29][CH:30]=1. Given the reactants [NH:1]1[CH:5]=[C:4]([C:6]2[C:7]([NH2:13])=[N:8][C:9]([NH2:12])=[CH:10][CH:11]=2)[CH:3]=[N:2]1.[H-].[Na+].Cl[CH2:17][C:18]1[CH:19]=[CH:20][C:21]([O:24][C:25]2[CH:30]=[CH:29][CH:28]=[CH:27][CH:26]=2)=[N:22][CH:23]=1, predict the reaction product. (3) Given the reactants [CH2:1]([C:3]1[O:7][C:6]([C:8]2[CH:9]=[C:10]([CH3:24])[C:11]([N:14]3[CH2:19][CH2:18][CH:17]([C:20]([O:22]C)=[O:21])[CH2:16][CH2:15]3)=[N:12][CH:13]=2)=[N:5][CH:4]=1)[CH3:2].[OH-].[Na+].Cl, predict the reaction product. The product is: [CH2:1]([C:3]1[O:7][C:6]([C:8]2[CH:9]=[C:10]([CH3:24])[C:11]([N:14]3[CH2:15][CH2:16][CH:17]([C:20]([OH:22])=[O:21])[CH2:18][CH2:19]3)=[N:12][CH:13]=2)=[N:5][CH:4]=1)[CH3:2]. (4) The product is: [C:37]([C:27]1[CH:26]=[C:25]([C:22]2[S:23][CH:24]=[C:20]([CH:17]3[CH2:18][CH2:19][N:14]([C:12](=[O:13])[CH2:11][N:8]4[CH:9]=[CH:10][N:6]([CH2:5][C:4]([O-:42])=[O:3])[C:7]4=[O:41])[CH2:15][CH2:16]3)[N:21]=2)[CH:30]=[C:29]([C:31]([CH3:34])([CH3:33])[CH3:32])[C:28]=1[O:35][CH3:36])([CH3:38])([CH3:39])[CH3:40].[K+:44]. Given the reactants C([O:3][C:4](=[O:42])[CH2:5][N:6]1[CH:10]=[CH:9][N:8]([CH2:11][C:12]([N:14]2[CH2:19][CH2:18][CH:17]([C:20]3[N:21]=[C:22]([C:25]4[CH:30]=[C:29]([C:31]([CH3:34])([CH3:33])[CH3:32])[C:28]([O:35][CH3:36])=[C:27]([C:37]([CH3:40])([CH3:39])[CH3:38])[CH:26]=4)[S:23][CH:24]=3)[CH2:16][CH2:15]2)=[O:13])[C:7]1=[O:41])C.[OH-].[K+:44], predict the reaction product. (5) Given the reactants [CH2:1]([O:8][C@H:9]1[C@H:14]([OH:15])[C@@H:13]([OH:16])[C@H:12]([OH:17])[C@@H:11]([CH2:18][O:19][C:20]([C:33]2[CH:38]=[CH:37][CH:36]=[CH:35][CH:34]=2)([C:27]2[CH:32]=[CH:31][CH:30]=[CH:29][CH:28]=2)[C:21]2[CH:26]=[CH:25][CH:24]=[CH:23][CH:22]=2)[O:10]1)[C:2]1[CH:7]=[CH:6][CH:5]=[CH:4][CH:3]=1.[H-].[Na+].[CH2:41](Br)[C:42]1[CH:47]=[CH:46][CH:45]=[CH:44][CH:43]=1.O, predict the reaction product. The product is: [CH2:1]([O:8][C@H:9]1[C@H:14]([O:15][CH2:41][C:42]2[CH:47]=[CH:46][CH:45]=[CH:44][CH:43]=2)[C@@H:13]([O:16][CH2:20][C:21]2[CH:26]=[CH:25][CH:24]=[CH:23][CH:22]=2)[C@H:12]([O:17][CH2:1][C:2]2[CH:7]=[CH:6][CH:5]=[CH:4][CH:3]=2)[C@@H:11]([CH2:18][O:19][C:20]([C:33]2[CH:38]=[CH:37][CH:36]=[CH:35][CH:34]=2)([C:27]2[CH:28]=[CH:29][CH:30]=[CH:31][CH:32]=2)[C:21]2[CH:26]=[CH:25][CH:24]=[CH:23][CH:22]=2)[O:10]1)[C:2]1[CH:3]=[CH:4][CH:5]=[CH:6][CH:7]=1. (6) Given the reactants [Cl:1][C:2]1[CH:8]=[CH:7][CH:6]=[CH:5][C:3]=1[NH2:4].O.[NH4+].[N:11]#[C:12][S-:13], predict the reaction product. The product is: [Cl:1][C:2]1[CH:8]=[CH:7][CH:6]=[CH:5][C:3]=1[NH:4][C:12]([NH2:11])=[S:13]. (7) Given the reactants [F:1][C:2]1[C:3]([N:24]2[CH2:29][CH2:28][CH2:27][C@H:26]([NH:30]C(=O)OC(C)(C)C)[CH2:25]2)=[N:4][C:5]([N:8]2[C:16]3[CH:15]=[C:14]([C:17]4[CH:22]=[N:21][CH:20]=[C:19]([CH3:23])[N:18]=4)[N:13]=[CH:12][C:11]=3[CH:10]=[N:9]2)=[CH:6][CH:7]=1, predict the reaction product. The product is: [F:1][C:2]1[C:3]([N:24]2[CH2:29][CH2:28][CH2:27][C@H:26]([NH2:30])[CH2:25]2)=[N:4][C:5]([N:8]2[C:16]3[CH:15]=[C:14]([C:17]4[CH:22]=[N:21][CH:20]=[C:19]([CH3:23])[N:18]=4)[N:13]=[CH:12][C:11]=3[CH:10]=[N:9]2)=[CH:6][CH:7]=1. (8) Given the reactants [C:1]([O:9][CH:10]([C:17]#[N:18])[C:11]1[CH:16]=[CH:15][N:14]=[CH:13][CH:12]=1)(=[O:8])[C:2]1[CH:7]=[CH:6][CH:5]=[CH:4][CH:3]=1.[CH3:19][O:20]C1C=CC(C(Cl)=O)=CC=1, predict the reaction product. The product is: [CH3:19][O:20][C:5]1[CH:4]=[CH:3][C:2]([C:1]([O:9][CH:10]([C:17]#[N:18])[C:11]2[CH:16]=[CH:15][N:14]=[CH:13][CH:12]=2)=[O:8])=[CH:7][CH:6]=1. (9) Given the reactants [C:1](Cl)(=[O:8])[C:2]1[CH:7]=[CH:6][CH:5]=[CH:4][CH:3]=1.Cl[C:11]1[CH:12]=[C:13]([NH:19][NH2:20])[CH:14]=[CH:15][C:16]=1[O:17][CH3:18].N1C=CC=[CH:23][CH:22]=1, predict the reaction product. The product is: [CH:22](=[N:20][N:19]([C:13]1[CH:14]=[CH:15][C:16]([O:17][CH3:18])=[CH:11][CH:12]=1)[C:1](=[O:8])[C:2]1[CH:7]=[CH:6][CH:5]=[CH:4][CH:3]=1)[CH3:23].